Dataset: Forward reaction prediction with 1.9M reactions from USPTO patents (1976-2016). Task: Predict the product of the given reaction. (1) Given the reactants [CH3:1][O:2][C:3](=[O:38])[CH2:4][C:5]1[CH:6]=[N:7][CH:8]=[C:9]([C:11]2[CH:16]=[CH:15][C:14]([C:17]([CH2:36][CH3:37])([C:20]3[CH:25]=[CH:24][C:23]([C:26]#[C:27][C:28]4([OH:34])[CH2:33][CH2:32][CH2:31][CH2:30][CH2:29]4)=[C:22]([CH3:35])[CH:21]=3)[CH2:18][CH3:19])=[CH:13][CH:12]=2)[CH:10]=1.[H][H], predict the reaction product. The product is: [CH3:1][O:2][C:3](=[O:38])[CH2:4][C:5]1[CH:6]=[N:7][CH:8]=[C:9]([C:11]2[CH:12]=[CH:13][C:14]([C:17]([CH2:36][CH3:37])([C:20]3[CH:25]=[CH:24][C:23]([CH2:26][CH2:27][C:28]4([OH:34])[CH2:33][CH2:32][CH2:31][CH2:30][CH2:29]4)=[C:22]([CH3:35])[CH:21]=3)[CH2:18][CH3:19])=[CH:15][CH:16]=2)[CH:10]=1. (2) The product is: [Cl:1][C:2]1[CH:31]=[CH:30][CH:29]=[CH:28][C:3]=1[CH2:4][C:5]1[C:9]([N:10]2[CH2:15][CH2:14][CH2:13][C@@H:12]([NH:16][C:17](=[O:23])[O:18][C:19]([CH3:22])([CH3:20])[CH3:21])[CH2:11]2)=[N:8][N:7]2[C:6]=1[C:24](=[O:25])[NH:26][N:27]=[C:40]2[C:39]([F:44])([F:43])[F:38]. Given the reactants [Cl:1][C:2]1[CH:31]=[CH:30][CH:29]=[CH:28][C:3]=1[CH2:4][C:5]1[C:6]([C:24]([NH:26][NH2:27])=[O:25])=[N:7][NH:8][C:9]=1[N:10]1[CH2:15][CH2:14][CH2:13][C@@H:12]([NH:16][C:17](=[O:23])[O:18][C:19]([CH3:22])([CH3:21])[CH3:20])[CH2:11]1.C(=O)([O-])[O-].[K+].[K+].[F:38][C:39]([F:44])([F:43])[C:40](O)=O, predict the reaction product. (3) Given the reactants [NH2:1][C:2]1[C:24]([F:25])=[CH:23][C:5]2[S:6][CH2:7][CH2:8][N:9]([CH:10]3[CH2:15][CH2:14][N:13]([C:16]([O:18][C:19]([CH3:22])([CH3:21])[CH3:20])=[O:17])[CH2:12][CH2:11]3)[C:4]=2[CH:3]=1.C(N(CC)CC)C.Cl.[S:34]1[CH:38]=[CH:37][CH:36]=[C:35]1[C:39](=[NH:42])OC, predict the reaction product. The product is: [F:25][C:24]1[C:2]([NH:1][C:39]([C:35]2[S:34][CH:38]=[CH:37][CH:36]=2)=[NH:42])=[CH:3][C:4]2[N:9]([CH:10]3[CH2:15][CH2:14][N:13]([C:16]([O:18][C:19]([CH3:21])([CH3:22])[CH3:20])=[O:17])[CH2:12][CH2:11]3)[CH2:8][CH2:7][S:6][C:5]=2[CH:23]=1. (4) Given the reactants [Cl:1][C:2]1[CH:3]=[C:4]([CH:24]=[CH:25][C:26]=1[F:27])[CH2:5][N:6]1[CH2:15][CH2:14][C:13]2[C:12]([C:16](N(C)C)=[O:17])=[N:11][C:10]([OH:21])=[C:9]([OH:22])[C:8]=2[C:7]1=[O:23].C[O-:29].[Mg+2].C[O-].Br[CH2:34][CH2:35][CH2:36][CH2:37]Cl.Cl, predict the reaction product. The product is: [Cl:1][C:2]1[CH:3]=[C:4]([CH:24]=[CH:25][C:26]=1[F:27])[CH2:5][N:6]1[CH2:15][CH2:14][C:13]2[C:8](=[C:9]([OH:22])[C:10](=[O:21])[N:11]3[CH2:37][CH2:36][CH2:35][CH2:34][O:17][C:16](=[O:29])[C:12]3=2)[C:7]1=[O:23]. (5) The product is: [CH3:18][O:19][C:20]1[CH:21]=[C:22]([C:2]2[C:11]3[C:6](=[CH:7][CH:8]=[CH:9][CH:10]=3)[CH:5]=[C:4]([NH:12][C:13]3[CH:17]=[CH:16][NH:15][N:14]=3)[N:3]=2)[CH:23]=[CH:24][C:25]=1[O:26][CH3:27]. Given the reactants Cl[C:2]1[C:11]2[C:6](=[CH:7][CH:8]=[CH:9][CH:10]=2)[CH:5]=[C:4]([NH:12][C:13]2[CH:17]=[CH:16][NH:15][N:14]=2)[N:3]=1.[CH3:18][O:19][C:20]1[CH:21]=[C:22](B(O)O)[CH:23]=[CH:24][C:25]=1[O:26][CH3:27], predict the reaction product. (6) The product is: [Cl:1][C:2]1[C:3]([F:36])=[C:4]([C@:8]([C@@H:16]2[CH2:21][CH2:20][CH2:19][N:18]([C:22]([NH:24][C@@H:25]([CH2:29][CH:30]3[CH2:35][CH2:34][CH2:33][CH2:32][CH2:31]3)[CH2:26][NH:27][CH3:28])=[O:23])[CH2:17]2)([NH:41][C:37](=[O:43])[CH:38]([CH3:40])[CH3:39])[CH2:9][CH2:10][CH2:11][CH2:12][O:13][CH3:14])[CH:5]=[CH:6][CH:7]=1. Given the reactants [Cl:1][C:2]1[C:3]([F:36])=[C:4]([C@:8]([C@@H:16]2[CH2:21][CH2:20][CH2:19][N:18]([C:22]([NH:24][C@@H:25]([CH2:29][CH:30]3[CH2:35][CH2:34][CH2:33][CH2:32][CH2:31]3)[CH2:26][NH:27][CH3:28])=[O:23])[CH2:17]2)(O)[CH2:9][CH2:10][CH2:11][CH2:12][O:13][CH3:14])[CH:5]=[CH:6][CH:7]=1.[C:37](#[N:41])[CH:38]([CH3:40])[CH3:39].C([O-])([O-])=[O:43].[K+].[K+], predict the reaction product.